Dataset: Reaction yield outcomes from USPTO patents with 853,638 reactions. Task: Predict the reaction yield, written as a fraction of the theoretical maximum amount of product (1.0 means a 100% yield; for example, 0.34 means a 34% yield). (1) The reactants are [H-].[Na+].[C:3]([O:9][C:10]([CH3:13])([CH3:12])[CH3:11])(=[O:8])[CH2:4][C:5]([CH3:7])=[O:6].[CH2:14]([Li])[CH2:15][CH2:16][CH3:17].ICCCC.[Cl-].[NH4+]. The catalyst is C1COCC1. The product is [C:10]([O:9][C:3](=[O:8])[CH2:4][C:5](=[O:6])[CH2:7][CH2:14][CH2:15][CH2:16][CH3:17])([CH3:13])([CH3:12])[CH3:11]. The yield is 0.730. (2) The reactants are Cl[CH2:2][C:3]([NH:5][CH:6]1[CH2:8][CH2:7]1)=[O:4].[Br:9][C:10]1[CH:11]=[C:12]([SH:16])[CH:13]=[CH:14][CH:15]=1.C([O-])([O-])=O.[K+].[K+]. The catalyst is CC(C)=O. The product is [Br:9][C:10]1[CH:11]=[C:12]([S:16][CH2:2][C:3]([NH:5][CH:6]2[CH2:8][CH2:7]2)=[O:4])[CH:13]=[CH:14][CH:15]=1. The yield is 0.960. (3) The reactants are [C:1]([C:4]1[C:9]([NH:10][C:11]([C:13]2[CH:18]=[CH:17][CH:16]=[C:15]([CH3:19])[N:14]=2)=O)=[C:8]([CH3:20])[C:7]([O:21][CH3:22])=[CH:6][CH:5]=1)(=[O:3])[CH3:2].[OH-].[K+].O. The catalyst is N1C=CC=CC=1. The product is [OH:3][C:1]1[C:4]2[C:9](=[C:8]([CH3:20])[C:7]([O:21][CH3:22])=[CH:6][CH:5]=2)[N:10]=[C:11]([C:13]2[CH:18]=[CH:17][CH:16]=[C:15]([CH3:19])[N:14]=2)[CH:2]=1. The yield is 0.950. (4) The reactants are [CH2:1]([N:3]([CH2:19][CH3:20])[CH2:4][CH2:5][N:6]1[CH2:11][CH2:10][C:9]2[NH:12][C:13]([CH:16]=O)=[C:14]([CH3:15])[C:8]=2[C:7]1=[O:18])[CH3:2].[OH:21][CH2:22][CH2:23][C:24]1[CH:32]=[CH:31][CH:30]=[C:29]2[C:25]=1[CH2:26][C:27](=[O:33])[NH:28]2. No catalyst specified. The product is [CH2:1]([N:3]([CH2:19][CH3:20])[CH2:4][CH2:5][N:6]1[CH2:11][CH2:10][C:9]2[NH:12][C:13]([CH:16]=[C:26]3[C:25]4[C:29](=[CH:30][CH:31]=[CH:32][C:24]=4[CH2:23][CH2:22][OH:21])[NH:28][C:27]3=[O:33])=[C:14]([CH3:15])[C:8]=2[C:7]1=[O:18])[CH3:2]. The yield is 0.350. (5) The reactants are [C:1]([NH:6][C:7]1[C:15]2[C:10](=[N:11][CH:12]=[C:13]([Cl:30])[C:14]=2[N:16]2[CH2:21][CH2:20][CH2:19][C@@H:18]([NH:22]C(=O)OC(C)(C)C)[CH2:17]2)[NH:9][CH:8]=1)(=[O:5])[CH2:2][CH2:3][CH3:4]. The catalyst is C(O)(C(F)(F)F)=O. The product is [NH2:22][C@@H:18]1[CH2:19][CH2:20][CH2:21][N:16]([C:14]2[C:13]([Cl:30])=[CH:12][N:11]=[C:10]3[NH:9][CH:8]=[C:7]([NH:6][C:1](=[O:5])[CH2:2][CH2:3][CH3:4])[C:15]=23)[CH2:17]1. The yield is 0.740.